This data is from Reaction yield outcomes from USPTO patents with 853,638 reactions. The task is: Predict the reaction yield, written as a fraction of the theoretical maximum amount of product (1.0 means a 100% yield; for example, 0.34 means a 34% yield). (1) The reactants are [Li]CCCC.CCCCCC.[CH3:12][N:13]([CH3:17])[CH2:14][C:15]#[CH:16].[C:18](=[O:20])=[O:19]. The catalyst is C1COCC1.CO.O. The product is [CH3:12][N:13]([CH3:17])[CH2:14][C:15]#[C:16][C:18]([OH:20])=[O:19]. The yield is 1.06. (2) The reactants are [CH2:1]([O:3][C:4](=[O:16])[C:5]([C:14]#[N:15])=[CH:6][C:7]1[CH:12]=[CH:11][C:10]([Br:13])=[CH:9][CH:8]=1)[CH3:2].[Cl:17][C:18]1[CH:23]=[CH:22][C:21]([Mg]Br)=[CH:20][CH:19]=1.Cl. The catalyst is C1(C)C=CC=CC=1. The product is [CH2:1]([O:3][C:4](=[O:16])[CH:5]([C:14]#[N:15])[CH:6]([C:7]1[CH:8]=[CH:9][C:10]([Br:13])=[CH:11][CH:12]=1)[C:21]1[CH:22]=[CH:23][C:18]([Cl:17])=[CH:19][CH:20]=1)[CH3:2]. The yield is 0.910. (3) The reactants are [Cl:1][C:2]1[C:7]([F:8])=[CH:6][C:5]([CH:9]2[CH2:14][CH:13]([C:15](O)=[O:16])[CH2:12][CH2:11][N:10]2[C:18]([O:20][CH3:21])=[O:19])=[CH:4][C:3]=1[F:22].N1(C(N2C=CN=C2)=O)C=CN=C1.[CH2:35]([O:37][C:38](=[O:43])[CH2:39][C:40]([O-:42])=O)[CH3:36].[K+].[Cl-].[Mg+2].[Cl-].Cl. The catalyst is CN1C2C(N=C(N)NC=2NCC1CNC1C=CC(C(NC(C(O)=O)CCC(O)=O)=O)=CC=1)=O.C(Cl)Cl. The product is [Cl:1][C:2]1[C:3]([F:22])=[CH:4][C:5]([C@H:9]2[CH2:14][C@@H:13]([C:15](=[O:16])[CH2:39][C:38]([O:37][CH2:35][CH3:36])=[O:43])[CH2:12][CH2:11][N:10]2[C:18]([O:20][CH3:21])=[O:19])=[CH:6][C:7]=1[F:8].[Cl:1][C:2]1[C:3]([F:22])=[CH:4][C:5]([C@H:9]2[CH2:14][C@H:13]([C:40](=[O:42])[CH2:39][C:38]([O:37][CH2:35][CH3:36])=[O:43])[CH2:12][CH2:11][N:10]2[C:18]([O:20][CH3:21])=[O:19])=[CH:6][C:7]=1[F:8]. The yield is 0.748. (4) The reactants are [C:1](/[CH:3]=[CH:4]/[S:5]([C:8]1[CH:13]=[CH:12][C:11]([C:14]([CH3:19])([CH3:18])[C:15]([OH:17])=O)=[CH:10][CH:9]=1)(=[O:7])=[O:6])#[N:2].[NH2:20][C:21]1[CH:26]=[C:25]([CH3:27])[CH:24]=[CH:23][C:22]=1[OH:28].Cl.CN(C)CCCN=C=NCC.ON1C2C=CC=CC=2N=N1. The catalyst is C(#N)C. The product is [C:1](/[CH:3]=[CH:4]/[S:5]([C:8]1[CH:9]=[CH:10][C:11]([C:14]([CH3:19])([CH3:18])[C:15]([NH:20][C:21]2[CH:26]=[C:25]([CH3:27])[CH:24]=[CH:23][C:22]=2[OH:28])=[O:17])=[CH:12][CH:13]=1)(=[O:6])=[O:7])#[N:2]. The yield is 0.220.